This data is from Retrosynthesis with 50K atom-mapped reactions and 10 reaction types from USPTO. The task is: Predict the reactants needed to synthesize the given product. Given the product CCS(=O)(=O)c1cc(F)cc(Oc2ccc(Cl)c(-c3ncnc4c(C(F)(F)F)cccc34)c2)c1, predict the reactants needed to synthesize it. The reactants are: CCS(=O)(=O)c1cc(F)cc(F)c1.Oc1ccc(Cl)c(-c2ncnc3c(C(F)(F)F)cccc23)c1.